Task: Regression/Classification. Given a drug SMILES string, predict its absorption, distribution, metabolism, or excretion properties. Task type varies by dataset: regression for continuous measurements (e.g., permeability, clearance, half-life) or binary classification for categorical outcomes (e.g., BBB penetration, CYP inhibition). Dataset: cyp1a2_veith.. Dataset: CYP1A2 inhibition data for predicting drug metabolism from PubChem BioAssay The molecule is CC[C@H](C(=O)c1cccs1)C(O)(C(F)(F)F)C(F)(F)F. The result is 0 (non-inhibitor).